This data is from Reaction yield outcomes from USPTO patents with 853,638 reactions. The task is: Predict the reaction yield, written as a fraction of the theoretical maximum amount of product (1.0 means a 100% yield; for example, 0.34 means a 34% yield). (1) The reactants are [S:1]1[C:5]2[CH2:6][CH2:7][CH2:8][CH2:9][CH2:10][C:4]=2[N:3]=[C:2]1[NH2:11].[F:12][C:13]([F:24])([F:23])[C:14]1[CH:15]=[C:16]([CH:20]=[CH:21][CH:22]=1)[C:17](Cl)=[O:18].Br[CH:26]([CH3:32])[C:27]([O:29]CC)=[O:28].FC1C2N=C(N)SC=2C=C(F)C=1.C1(C)C=CC(C(Cl)=O)=CC=1.BrCC(OCC)=O. No catalyst specified. The product is [F:12][C:13]([F:24])([F:23])[C:14]1[CH:15]=[C:16]([CH:20]=[CH:21][CH:22]=1)[C:17]([N:11]=[C:2]1[N:3]([CH:26]([CH3:32])[C:27]([OH:29])=[O:28])[C:4]2[CH2:10][CH2:9][CH2:8][CH2:7][CH2:6][C:5]=2[S:1]1)=[O:18]. The yield is 0.420. (2) The reactants are C(OC([N:8]1[CH2:13][CH2:12][CH:11]([N:14]2[C:22]3[C:17](=[CH:18][C:19]([Cl:23])=[CH:20][CH:21]=3)[CH2:16][C:15]2=[O:24])[CH2:10][CH2:9]1)=O)(C)(C)C.C(O)(C(F)(F)F)=O.C(Cl)Cl. No catalyst specified. The product is [Cl:23][C:19]1[CH:18]=[C:17]2[C:22](=[CH:21][CH:20]=1)[N:14]([CH:11]1[CH2:10][CH2:9][NH:8][CH2:13][CH2:12]1)[C:15](=[O:24])[CH2:16]2. The yield is 0.970. (3) The reactants are [CH2:1]([N:3]([CH2:15][CH3:16])[C:4]1[O:5][CH2:6][C:7](=[O:14])[C:8]=1[C:9]([O:11][CH2:12][CH3:13])=[O:10])[CH3:2].[NH:17]1[C:25]2[C:20](=[CH:21][CH:22]=[CH:23][N:24]=2)[C:19]([CH:26]=O)=[CH:18]1.[ClH:28]. The catalyst is C(O)C. The product is [ClH:28].[NH:17]1[C:25]2=[N:24][CH:23]=[CH:22][CH:21]=[C:20]2[C:19]([CH:26]=[C:6]2[O:5][C:4]([N:3]([CH2:1][CH3:2])[CH2:15][CH3:16])=[C:8]([C:9]([O:11][CH2:12][CH3:13])=[O:10])[C:7]2=[O:14])=[CH:18]1. The yield is 0.380.